Dataset: TCR-epitope binding with 47,182 pairs between 192 epitopes and 23,139 TCRs. Task: Binary Classification. Given a T-cell receptor sequence (or CDR3 region) and an epitope sequence, predict whether binding occurs between them. (1) The epitope is TLDSKTQSL. Result: 0 (the TCR does not bind to the epitope). The TCR CDR3 sequence is CASSFAYGYTF. (2) The epitope is GLCTLVAML. The TCR CDR3 sequence is CASSEGRVAPGELFF. Result: 1 (the TCR binds to the epitope). (3) The epitope is SEETGTLIV. The TCR CDR3 sequence is CASSQELGSQETQYF. Result: 0 (the TCR does not bind to the epitope). (4) The epitope is FSKQLQQSM. The TCR CDR3 sequence is CASSSLADFYQPQHF. Result: 0 (the TCR does not bind to the epitope). (5) The epitope is ELAGIGILTV. The TCR CDR3 sequence is CSAEATGGNQPQHF. Result: 1 (the TCR binds to the epitope). (6) The epitope is KLWAQCVQL. The TCR CDR3 sequence is CASSRRTGGAGTEAFF. Result: 1 (the TCR binds to the epitope). (7) The epitope is ILGLPTQTV. The TCR CDR3 sequence is CASSQDEGVGQLIGQPQHF. Result: 1 (the TCR binds to the epitope). (8) The epitope is AMFWSVPTV. The TCR CDR3 sequence is CASSQTHPPGELFF. Result: 1 (the TCR binds to the epitope). (9) The epitope is TLIGDCATV. The TCR CDR3 sequence is CASSSGDSITDTQYF. Result: 1 (the TCR binds to the epitope).